Dataset: Reaction yield outcomes from USPTO patents with 853,638 reactions. Task: Predict the reaction yield, written as a fraction of the theoretical maximum amount of product (1.0 means a 100% yield; for example, 0.34 means a 34% yield). (1) The reactants are Cl.[NH2:2][CH2:3][CH2:4][CH2:5][C:6]([O:8][C:9]1[C:14]([CH3:15])=[CH:13][CH:12]=[CH:11][C:10]=1[CH3:16])=[O:7].[C:17]([N:21]1[C:25](=[O:26])[C:24](Cl)=[C:23]([C:28]2[CH:33]=[CH:32][CH:31]=[CH:30][CH:29]=2)[S:22]1(=[O:35])=[O:34])([CH3:20])([CH3:19])[CH3:18].C(OCC)C. The catalyst is CC#N.CN(C=O)C. The product is [C:17]([N:21]1[C:25](=[O:26])[C:24]([NH:2][CH2:3][CH2:4][CH2:5][C:6]([O:8][C:9]2[C:14]([CH3:15])=[CH:13][CH:12]=[CH:11][C:10]=2[CH3:16])=[O:7])=[C:23]([C:28]2[CH:33]=[CH:32][CH:31]=[CH:30][CH:29]=2)[S:22]1(=[O:34])=[O:35])([CH3:20])([CH3:18])[CH3:19]. The yield is 0.110. (2) The reactants are Br[C:2]1[CH:7]=[CH:6][C:5]([C:8]2[CH:13]=[CH:12][C:11]([N:14]3[CH:18]=[CH:17][N:16]=[N:15]3)=[CH:10][CH:9]=2)=[CH:4][CH:3]=1.[B:19]1([B:19]2[O:23][C:22]([CH3:25])([CH3:24])[C:21]([CH3:27])([CH3:26])[O:20]2)[O:23][C:22]([CH3:25])([CH3:24])[C:21]([CH3:27])([CH3:26])[O:20]1.C([O-])(=O)C.[K+]. The catalyst is O1CCOCC1.CCOC(C)=O. The product is [CH3:26][C:21]1([CH3:27])[C:22]([CH3:25])([CH3:24])[O:23][B:19]([C:2]2[CH:7]=[CH:6][C:5]([C:8]3[CH:13]=[CH:12][C:11]([N:14]4[CH:18]=[CH:17][N:16]=[N:15]4)=[CH:10][CH:9]=3)=[CH:4][CH:3]=2)[O:20]1. The yield is 0.600. (3) The reactants are [NH2:1][C:2]1[CH:3]=[CH:4][C:5]([O:11][CH3:12])=[C:6]([C:8](=[O:10])[CH3:9])[CH:7]=1.Cl.C(S[C:17]([C:19]1[S:20][CH:21]=[CH:22][CH:23]=1)=[NH:18])C. The catalyst is C(O)C. The product is [C:8]([C:6]1[CH:7]=[C:2]([NH:1][C:17]([C:19]2[S:20][CH:21]=[CH:22][CH:23]=2)=[NH:18])[CH:3]=[CH:4][C:5]=1[O:11][CH3:12])(=[O:10])[CH3:9]. The yield is 0.750. (4) The product is [Br:1][C:2]1[CH:7]=[C:6]([C:8]([CH3:9])([CH3:11])[CH3:10])[C:5]([N+:13]([O-:15])=[O:14])=[CH:4][C:3]=1[NH2:12]. The yield is 0.780. The reactants are [Br:1][C:2]1[CH:7]=[C:6]([C:8]([CH3:11])([CH3:10])[CH3:9])[CH:5]=[CH:4][C:3]=1[NH2:12].[N+:13]([O-])([O-:15])=[O:14].[K+]. The catalyst is OS(O)(=O)=O. (5) The reactants are [Cl:1][C:2]1[CH:3]=[C:4]2[C:9](=[C:10]([C:12]3[CH:17]=[CH:16][C:15]([CH2:18][CH3:19])=[CH:14][CH:13]=3)[CH:11]=1)[O:8][CH:7]([C:20]([F:23])([F:22])[F:21])[C:6]([C:24]([OH:26])=[O:25])=[CH:5]2.[OH-].[Na+:28]. The catalyst is C(O)C. The product is [Cl:1][C:2]1[CH:3]=[C:4]2[C:9](=[C:10]([C:12]3[CH:13]=[CH:14][C:15]([CH2:18][CH3:19])=[CH:16][CH:17]=3)[CH:11]=1)[O:8][C@H:7]([C:20]([F:23])([F:21])[F:22])[C:6]([C:24]([O-:26])=[O:25])=[CH:5]2.[Na+:28]. The yield is 1.00. (6) The yield is 0.720. The catalyst is CN(C1C=CN=CC=1)C.CN(C=O)C. The product is [F:1][C:2]1[CH:7]=[CH:6][C:5]([C:8]2[O:9][C:10]3[CH:20]=[CH:19][C:18]([C:21]4[CH:29]=[CH:28][CH:27]=[C:23]([C:24](=[O:25])[NH:46][S:43]([CH3:42])(=[O:45])=[O:44])[CH:22]=4)=[CH:17][C:11]=3[C:12]=2[C:13]([NH:14][CH3:15])=[O:16])=[CH:4][CH:3]=1. The reactants are [F:1][C:2]1[CH:7]=[CH:6][C:5]([C:8]2[O:9][C:10]3[CH:20]=[CH:19][C:18]([C:21]4[CH:22]=[C:23]([CH:27]=[CH:28][CH:29]=4)[C:24](O)=[O:25])=[CH:17][C:11]=3[C:12]=2[C:13](=[O:16])[NH:14][CH3:15])=[CH:4][CH:3]=1.CCN=C=NCCCN(C)C.Cl.[CH3:42][S:43]([NH2:46])(=[O:45])=[O:44]. (7) The reactants are [NH2:1][C:2]1[N:6]([C:7]([CH3:10])([CH3:9])[CH3:8])[N:5]=[C:4]([CH3:11])[C:3]=1[C:12]1[C:13]([O:20][CH3:21])=[C:14]([OH:19])[CH:15]=[C:16]([F:18])[CH:17]=1.[CH2:22]([O:29][C:30]1[CH:37]=[CH:36][C:33]([CH:34]=O)=[CH:32][C:31]=1[CH3:38])[C:23]1[CH:28]=[CH:27][CH:26]=[CH:25][CH:24]=1. The catalyst is C(O)(=O)C. The product is [CH3:8][C:7]([N:6]1[C:2]2[N:1]=[C:34]([C:33]3[CH:36]=[CH:37][C:30]([O:29][CH2:22][C:23]4[CH:28]=[CH:27][CH:26]=[CH:25][CH:24]=4)=[C:31]([CH3:38])[CH:32]=3)[C:17]3[C:16]([F:18])=[CH:15][C:14]([OH:19])=[C:13]([O:20][CH3:21])[C:12]=3[C:3]=2[C:4]([CH3:11])=[N:5]1)([CH3:9])[CH3:10]. The yield is 0.810. (8) The reactants are [OH:1][C:2]1[CH:3]=[CH:4][C:5]2[CH2:6][C@H:7]3[N:18]([C:19]([O:21][C:22]([CH3:25])([CH3:24])[CH3:23])=[O:20])[CH2:17][CH2:16][C@@:13]4([C:14]=2[CH:15]=1)[C@H:8]3[CH2:9][CH2:10][CH2:11][CH2:12]4.C(N(CC)CC)C.[C:33]1([N:39]=[C:40]=[O:41])[CH:38]=[CH:37][CH:36]=[CH:35][CH:34]=1. The catalyst is ClCCl. The product is [NH:39]([C:40]([O:1][C:2]1[CH:3]=[CH:4][C:5]2[CH2:6][C@H:7]3[N:18]([C:19]([O:21][C:22]([CH3:25])([CH3:24])[CH3:23])=[O:20])[CH2:17][CH2:16][C@@:13]4([C:14]=2[CH:15]=1)[C@H:8]3[CH2:9][CH2:10][CH2:11][CH2:12]4)=[O:41])[C:33]1[CH:38]=[CH:37][CH:36]=[CH:35][CH:34]=1. The yield is 0.900. (9) The reactants are [O:1]1CCCO[CH:2]1[C:7]1[CH:12]=[C:11]([O:13][CH2:14][CH2:15][CH2:16][CH:17]2[CH2:22][CH2:21][N:20]([CH3:23])[CH2:19][CH2:18]2)[CH:10]=[CH:9][C:8]=1[C:24]1[NH:28][C:27]2[CH:29]=[CH:30][C:31]([F:34])=[C:32]([CH3:33])[C:26]=2[N:25]=1.BrC1C=CC(OCCCC2CCN(C)CC2)=CC=1C1OCCCO1.C([Li])CCC.C([O-])(O)=O.[Na+].O1CCCOC1C1C=C(OCCCC2CCN(C)CC2)C=CC=1C=O.FC1C(C)=C(N)C(N)=CC=1. The catalyst is C1COCC1.CN(C=O)C.O. The product is [F:34][C:31]1[CH:30]=[CH:29][C:27]2[NH:28][C:24]([C:8]3[CH:9]=[CH:10][C:11]([O:13][CH2:14][CH2:15][CH2:16][CH:17]4[CH2:22][CH2:21][N:20]([CH3:23])[CH2:19][CH2:18]4)=[CH:12][C:7]=3[CH2:2][OH:1])=[N:25][C:26]=2[C:32]=1[CH3:33]. The yield is 0.770. (10) The reactants are [F:1][C:2]([F:22])([F:21])[C:3]1[CH:20]=[CH:19][C:6]([CH2:7][O:8][N:9]=[C:10]([C:12]2[CH:17]=[CH:16][C:15]([OH:18])=[CH:14][CH:13]=2)[CH3:11])=[CH:5][CH:4]=1.Cl[CH2:24][C:25]1[O:29][C:28]([CH:30]=[O:31])=[CH:27][CH:26]=1.C(=O)([O-])[O-].[Cs+].[Cs+].O. The catalyst is CN(C=O)C. The product is [F:1][C:2]([F:21])([F:22])[C:3]1[CH:20]=[CH:19][C:6]([CH2:7][O:8][N:9]=[C:10]([C:12]2[CH:17]=[CH:16][C:15]([O:18][CH2:24][C:25]3[O:29][C:28]([CH:30]=[O:31])=[CH:27][CH:26]=3)=[CH:14][CH:13]=2)[CH3:11])=[CH:5][CH:4]=1. The yield is 0.247.